Dataset: Full USPTO retrosynthesis dataset with 1.9M reactions from patents (1976-2016). Task: Predict the reactants needed to synthesize the given product. (1) The reactants are: CC[O-].[Na+].Cl.[CH:6]([NH2:8])=[NH:7].[CH2:9]([O:11][C:12](=[O:26])[C:13]([C:18](=O)[C:19]1[CH:24]=[CH:23][CH:22]=[CH:21][CH:20]=1)=[CH:14]N(C)C)[CH3:10]. Given the product [CH2:9]([O:11][C:12]([C:13]1[C:18]([C:19]2[CH:20]=[CH:21][CH:22]=[CH:23][CH:24]=2)=[N:7][CH:6]=[N:8][CH:14]=1)=[O:26])[CH3:10], predict the reactants needed to synthesize it. (2) Given the product [Si:16]([O:15][CH2:11][C@H:12]([OH:14])[CH:13]=[CH2:1])([C:19]([CH3:22])([CH3:21])[CH3:20])([CH3:18])[CH3:17], predict the reactants needed to synthesize it. The reactants are: [CH2:1]([Li])CCC.[I-].C[S+](C)C.[CH2:11]([O:15][Si:16]([C:19]([CH3:22])([CH3:21])[CH3:20])([CH3:18])[CH3:17])[C@@H:12]1[O:14][CH2:13]1.[Cl-].[NH4+]. (3) Given the product [CH3:12][N:13]1[C:17]([CH3:18])=[C:16]([C:2]2[CH:10]=[C:9]3[C:5]([CH2:6][CH2:7][C:8]3=[O:11])=[CH:4][CH:3]=2)[C:15]([CH3:28])=[N:14]1, predict the reactants needed to synthesize it. The reactants are: Br[C:2]1[CH:10]=[C:9]2[C:5]([CH2:6][CH2:7][C:8]2=[O:11])=[CH:4][CH:3]=1.[CH3:12][N:13]1[C:17]([CH3:18])=[C:16](B2OC(C)(C)C(C)(C)O2)[C:15]([CH3:28])=[N:14]1.C([O-])([O-])=O.[K+].[K+]. (4) The reactants are: [N+:1]([C:4]1[CH:5]=[C:6]([C@H:10]2[CH2:14][CH2:13][C@H:12]([C:15]3[CH:20]=[CH:19][CH:18]=[C:17]([N+:21]([O-])=O)[CH:16]=3)[N:11]2[C:24]2[CH:29]=[CH:28][C:27]([C:30]([F:33])([F:32])[F:31])=[CH:26][CH:25]=2)[CH:7]=[CH:8][CH:9]=1)([O-])=O. Given the product [F:33][C:30]([F:31])([F:32])[C:27]1[CH:26]=[CH:25][C:24]([N:11]2[C@@H:12]([C:15]3[CH:16]=[C:17]([CH:18]=[CH:19][CH:20]=3)[NH2:21])[CH2:13][CH2:14][C@@H:10]2[C:6]2[CH:5]=[C:4]([CH:9]=[CH:8][CH:7]=2)[NH2:1])=[CH:29][CH:28]=1, predict the reactants needed to synthesize it. (5) Given the product [C:20]([N:16]1[CH2:17][CH2:18][CH2:19][C@@H:14]([N:8]2[C:4]3=[N:5][CH:6]=[N:7][C:2]([NH2:1])=[C:3]3[C:10]([C:11]([NH:46][C:43]3[O:44][C:45]4[C:37]([Cl:36])=[CH:38][CH:39]=[CH:40][C:41]=4[N:42]=3)=[O:12])=[N:9]2)[CH2:15]1)(=[O:21])[CH:27]=[CH2:28], predict the reactants needed to synthesize it. The reactants are: [NH2:1][C:2]1[N:7]=[CH:6][N:5]=[C:4]2[N:8]([C@@H:14]3[CH2:19][CH2:18][CH2:17][N:16]([C:20](OC(C)(C)C)=[O:21])[CH2:15]3)[N:9]=[C:10]([C:11](O)=[O:12])[C:3]=12.[CH:27](N(C(C)C)CC)(C)[CH3:28].[Cl:36][C:37]1[C:45]2[O:44][C:43]([NH2:46])=[N:42][C:41]=2[CH:40]=[CH:39][CH:38]=1.CN(C(ON1N=NC2C=CC=NC1=2)=[N+](C)C)C.F[P-](F)(F)(F)(F)F. (6) Given the product [NH2:1][C:4]1[CH:5]=[C:6]([N:10]2[C:14](=[O:15])[N:13]([CH3:16])[N:12]=[N:11]2)[CH:7]=[CH:8][CH:9]=1, predict the reactants needed to synthesize it. The reactants are: [N+:1]([C:4]1[CH:5]=[C:6]([N:10]2[C:14](=[O:15])[N:13]([CH3:16])[N:12]=[N:11]2)[CH:7]=[CH:8][CH:9]=1)([O-])=O.C(OCC)(=O)C. (7) Given the product [Cl:1][C:2]1[N:3]=[CH:4][C:5]([C:6]([NH:11][C:12]2[CH:17]=[N:16][CH:15]=[CH:14][N:13]=2)=[O:7])=[CH:9][CH:10]=1, predict the reactants needed to synthesize it. The reactants are: [Cl:1][C:2]1[CH:10]=[CH:9][C:5]([C:6](Cl)=[O:7])=[CH:4][N:3]=1.[NH2:11][C:12]1[CH:17]=[N:16][CH:15]=[CH:14][N:13]=1.C1COCC1.C(N(CC)CC)C. (8) Given the product [F:25][C:3]1[C:2]([C:35]#[C:34][C@@:32]([OH:36])([C:29]2[CH:28]=[C:27]([CH3:26])[O:31][N:30]=2)[CH3:33])=[CH:24][C:6]2[C:7]3[N:8]([C:12]([CH2:18][N:19]4[CH2:23][CH2:22][CH2:21][CH2:20]4)=[C:13]([C:15]([NH2:17])=[O:16])[N:14]=3)[CH2:9][CH2:10][O:11][C:5]=2[CH:4]=1, predict the reactants needed to synthesize it. The reactants are: Br[C:2]1[C:3]([F:25])=[CH:4][C:5]2[O:11][CH2:10][CH2:9][N:8]3[C:12]([CH2:18][N:19]4[CH2:23][CH2:22][CH2:21][CH2:20]4)=[C:13]([C:15]([NH2:17])=[O:16])[N:14]=[C:7]3[C:6]=2[CH:24]=1.[CH3:26][C:27]1[O:31][N:30]=[C:29]([C@:32]([OH:36])([C:34]#[CH:35])[CH3:33])[CH:28]=1.